This data is from NCI-60 drug combinations with 297,098 pairs across 59 cell lines. The task is: Regression. Given two drug SMILES strings and cell line genomic features, predict the synergy score measuring deviation from expected non-interaction effect. Drug 1: C1=NC2=C(N1)C(=S)N=CN2. Drug 2: COC1=C2C(=CC3=C1OC=C3)C=CC(=O)O2. Cell line: UACC62. Synergy scores: CSS=23.2, Synergy_ZIP=-1.11, Synergy_Bliss=-1.07, Synergy_Loewe=-26.0, Synergy_HSA=0.270.